From a dataset of Full USPTO retrosynthesis dataset with 1.9M reactions from patents (1976-2016). Predict the reactants needed to synthesize the given product. Given the product [Cl:19][C:20]1[CH:25]=[CH:24][C:23]([C:26]2[N:30]([CH2:31][C:32]3[CH:33]=[C:34]([C:38]([O:40][CH3:41])=[O:39])[CH:35]=[CH:36][CH:37]=3)[C:29](=[O:42])[N:28]([CH2:43][C:44]3[NH:12][C:11]([CH2:10][C:5]4[CH:6]=[CH:7][CH:8]=[CH:9][C:4]=4[C:3]([F:14])([F:15])[F:2])=[N:13][N:46]=3)[N:27]=2)=[CH:22][CH:21]=1, predict the reactants needed to synthesize it. The reactants are: Br.[F:2][C:3]([F:15])([F:14])[C:4]1[CH:9]=[CH:8][CH:7]=[CH:6][C:5]=1[CH2:10][C:11](=[NH:13])[NH2:12].C[O-].[Na+].[Cl:19][C:20]1[CH:25]=[CH:24][C:23]([C:26]2[N:30]([CH2:31][C:32]3[CH:33]=[C:34]([C:38]([O:40][CH3:41])=[O:39])[CH:35]=[CH:36][CH:37]=3)[C:29](=[O:42])[N:28]([CH2:43][C:44]([NH:46]N)=O)[N:27]=2)=[CH:22][CH:21]=1.